From a dataset of Catalyst prediction with 721,799 reactions and 888 catalyst types from USPTO. Predict which catalyst facilitates the given reaction. Reactant: [Li].[CH3:2][Si:3]([CH3:11])([C:5]1[CH:10]=[CH:9][CH:8]=[CH:7][CH:6]=1)Cl.[SiH3][Li].[F:14][C:15](F)=[CH2:16]. Product: [F:14][C:15]([Si:3]([CH3:11])([CH3:2])[C:5]1[CH:10]=[CH:9][CH:8]=[CH:7][CH:6]=1)=[CH2:16]. The catalyst class is: 1.